Task: Predict the product of the given reaction.. Dataset: Forward reaction prediction with 1.9M reactions from USPTO patents (1976-2016) (1) Given the reactants [N:1]1[C:9]([N:10]2[CH2:15][CH2:14][CH:13]([CH:16]=O)[CH2:12][CH2:11]2)=[C:8]2[C:4]([NH:5][CH:6]=[N:7]2)=[N:3][CH:2]=1.[C:18]([CH:20](C)[C:21]([NH2:23])=[O:22])#[N:19].[CH:25]1C=CC(P(C2C=CC=CC=2)C2C=CC=CC=2)=CC=1, predict the reaction product. The product is: [N:1]1[C:9]([N:10]2[CH2:11][CH2:12][CH:13]([CH:16]=[C:20]([C:18]#[N:19])[C:21]([NH:23][CH3:25])=[O:22])[CH2:14][CH2:15]2)=[C:8]2[C:4]([NH:5][CH:6]=[N:7]2)=[N:3][CH:2]=1. (2) The product is: [Cl:1][C:2]1[CH:7]=[CH:6][C:5]([C@:8]2([O:26][C@H:25]([CH2:27][OH:28])[C@@H:20]([OH:21])[C@H:15]([OH:16])[C@H:10]2[OH:11])[OH:9])=[CH:4][C:3]=1[CH2:32][C:33]1[CH:34]=[CH:35][C:36]([OH:39])=[CH:37][CH:38]=1. Given the reactants [Cl:1][C:2]1[CH:7]=[CH:6][C:5]([C@:8]2([O:26][C@H:25]([CH2:27][O:28]C(=O)C)[C@@H:20]([O:21]C(=O)C)[C@H:15]([O:16]C(=O)C)[C@H:10]2[O:11]C(=O)C)[OH:9])=[CH:4][C:3]=1[CH2:32][C:33]1[CH:38]=[CH:37][C:36]([O:39]C(=O)C)=[CH:35][CH:34]=1.[OH-].[K+].Cl, predict the reaction product. (3) Given the reactants [NH2:1][C:2]1[CH:3]=[C:4]([NH:8][C:9]([NH:11][C:12]2[CH:17]=[CH:16][CH:15]=[CH:14][CH:13]=2)=[O:10])[CH:5]=[CH:6][CH:7]=1.C(N(CC)CC)C.[C:25]1([CH3:35])[C:26]([S:31](Cl)(=[O:33])=[O:32])=[CH:27][CH:28]=[CH:29][CH:30]=1, predict the reaction product. The product is: [CH3:35][C:25]1[CH:30]=[CH:29][CH:28]=[CH:27][C:26]=1[S:31]([NH:1][C:2]1[CH:7]=[CH:6][CH:5]=[C:4]([NH:8][C:9]([NH:11][C:12]2[CH:13]=[CH:14][CH:15]=[CH:16][CH:17]=2)=[O:10])[CH:3]=1)(=[O:33])=[O:32]. (4) Given the reactants [Cl:1][C:2]1[CH:3]=[C:4]([S:17]([NH2:20])(=[O:19])=[O:18])[CH:5]=[N:6][C:7]=1[O:8][CH2:9][C:10]1([F:16])[CH2:15][CH2:14][NH:13][CH2:12][CH2:11]1.FC(F)(F)C(O)=O.[CH3:28][N:29]([CH3:34])[CH2:30][C:31](Cl)=[O:32].Cl.C(=O)([O-])[O-].[Na+].[Na+], predict the reaction product. The product is: [Cl:1][C:2]1[CH:3]=[C:4]([S:17]([NH2:20])(=[O:19])=[O:18])[CH:5]=[N:6][C:7]=1[O:8][CH2:9][C:10]1([F:16])[CH2:15][CH2:14][N:13]([C:31](=[O:32])[CH2:30][N:29]([CH3:34])[CH3:28])[CH2:12][CH2:11]1. (5) Given the reactants [CH3:1][NH:2][C:3]1([C:8]#[N:9])[CH2:7][CH2:6][CH2:5][CH2:4]1.[Si:10]([O:17][CH2:18][C:19]1[O:23][C:22](CN)=[N:21][CH:20]=1)([C:13]([CH3:16])([CH3:15])[CH3:14])([CH3:12])[CH3:11], predict the reaction product. The product is: [Si:10]([O:17][CH2:18][C:19]1[O:23][C:22]([CH2:1][NH:2][C:3]2([C:8]#[N:9])[CH2:7][CH2:6][CH2:5][CH2:4]2)=[N:21][CH:20]=1)([C:13]([CH3:16])([CH3:14])[CH3:15])([CH3:11])[CH3:12].[C:3]1(=[O:17])[CH2:7][CH2:6][CH2:5][CH2:4]1. (6) Given the reactants [CH3:1][C:2](=[O:5])[CH:3]=[CH2:4].BrBr.C1CCN2C(=NCCC2)CC1.BrC(=C)C(=O)C.[OH:25][C:26]1[C:27](=[O:37])[C:28]2[C:33]([C:34](=[O:36])[CH:35]=1)=[CH:32][CH:31]=[CH:30][CH:29]=2, predict the reaction product. The product is: [C:2]([C:3]1[O:25][C:26]2[C:27](=[O:37])[C:28]3[C:33]([C:34](=[O:36])[C:35]=2[CH:4]=1)=[CH:32][CH:31]=[CH:30][CH:29]=3)(=[O:5])[CH3:1]. (7) Given the reactants [CH3:1][C:2]1[N:7]=[C:6]([CH2:8][CH2:9][C:10]2[NH:14][N:13](C3C=CC(NC4C=CC5C(=CC=CC=5)C=4NC(=O)CC(OCC)=O)=CC=3)[NH:12][N:11]=2)[CH:5]=[CH:4][CH:3]=1.[N+](C1C2C(=CC=CC=2)C=CC=1NC1C=CC(N)=CC=1)([O-])=O.CC1N=C(CCC(O)=O)C=CC=1.N1C=CC=CC=1CCC1N(C2C=C(NC3C(N)=CC=C4C=3C=CC=C4)C=CC=2)N=NN=1.N1C=CC=CC=1CCC1N(C2C=C([N:124]3[C:133]4[CH:132]=[CH:131][C:130]5C=CC=C[C:129]=5[C:128]=4N[C:126](=O)[C:125]3=[O:139])C=CC=2)N=NN=1.Cl.N1C=CC=CC=1CCC1N(C2C=C(N3[C:169]4[CH:168]=[CH:167][C:166]5[CH:170]=[CH:171][CH:172]=[CH:173][C:165]=5[C:164]=4[NH:163][C:162](=[O:174])C3=O)C=CC=2)N=NN=1, predict the reaction product. The product is: [CH3:1][C:2]1[N:7]=[C:6]([CH2:8][CH2:9][C:10]2[N:14]([C:130]3[CH:129]=[CH:128][C:133]([N:124]4[C:125](=[O:139])[CH2:126][C:162](=[O:174])[NH:163][C:164]5[C:165]6[C:166]([CH:167]=[CH:168][C:169]4=5)=[CH:170][CH:171]=[CH:172][CH:173]=6)=[CH:132][CH:131]=3)[N:13]=[N:12][N:11]=2)[CH:5]=[CH:4][CH:3]=1. (8) The product is: [CH:1]1([N:4]([C@H:14]2[CH2:19][CH2:18][C@H:17]([CH2:20][CH2:21][OH:22])[CH2:16][CH2:15]2)[C:5](=[O:13])[C:6]2[CH:11]=[CH:10][CH:9]=[CH:8][C:7]=2[F:12])[CH2:2][CH2:3]1. Given the reactants [CH:1]1([N:4]([C@H:14]2[CH2:19][CH2:18][C@H:17]([CH2:20][C:21](OC)=[O:22])[CH2:16][CH2:15]2)[C:5](=[O:13])[C:6]2[CH:11]=[CH:10][CH:9]=[CH:8][C:7]=2[F:12])[CH2:3][CH2:2]1.[H-].[Al+3].[Li+].[H-].[H-].[H-], predict the reaction product. (9) Given the reactants [Cl:1][C:2]1[CH:36]=[CH:35][C:5]([O:6][C:7]2[C:12]([F:13])=[CH:11][C:10]([S:14]([N:17](CC3C=CC(OC)=CC=3OC)[C:18]3[S:22][N:21]=[CH:20][N:19]=3)(=[O:16])=[O:15])=[C:9]([F:34])[CH:8]=2)=[C:4]([C:37]2[N:41]([CH:42]3[CH2:45][N:44](C(C4C=CC=CC=4)C4C=CC=CC=4)[CH2:43]3)[N:40]=[CH:39][CH:38]=2)[CH:3]=1.CN(C)C1C2C(=CC=CC=2N(C)C)C=CC=1.ClC(OC(Cl)C)=O, predict the reaction product. The product is: [NH:44]1[CH2:43][CH:42]([N:41]2[C:37]([C:4]3[CH:3]=[C:2]([Cl:1])[CH:36]=[CH:35][C:5]=3[O:6][C:7]3[C:12]([F:13])=[CH:11][C:10]([S:14]([NH:17][C:18]4[S:22][N:21]=[CH:20][N:19]=4)(=[O:15])=[O:16])=[C:9]([F:34])[CH:8]=3)=[CH:38][CH:39]=[N:40]2)[CH2:45]1. (10) Given the reactants F[C:2]1[CH:7]=[CH:6][C:5]([N+:8]([O-:10])=[O:9])=[C:4]([O:11][CH3:12])[CH:3]=1.[NH:13]1[CH2:18][CH2:17][O:16][CH2:15][CH2:14]1.C(N(CC)CC)C, predict the reaction product. The product is: [CH3:12][O:11][C:4]1[CH:3]=[C:2]([N:13]2[CH2:18][CH2:17][O:16][CH2:15][CH2:14]2)[CH:7]=[CH:6][C:5]=1[N+:8]([O-:10])=[O:9].